This data is from Forward reaction prediction with 1.9M reactions from USPTO patents (1976-2016). The task is: Predict the product of the given reaction. Given the reactants [CH3:1][C:2]1[N:7]=[C:6]([CH:8]=O)[CH:5]=[N:4][CH:3]=1.[C:10](#[N:14])[CH2:11][C:12]#[N:13].[OH:15][C:16]1[CH:17]=[CH:18][CH:19]=[C:20]2[C:24]=1[NH:23][CH:22]=[CH:21]2, predict the reaction product. The product is: [NH2:13][C:12]1[O:15][CH:16]2[C:24]3[C:20](=[CH:19][CH:18]=[C:17]2[CH:8]([C:6]2[CH:5]=[N:4][CH:3]=[C:2]([CH3:1])[N:7]=2)[C:11]=1[C:10]#[N:14])[CH:21]=[CH:22][N:23]=3.